Dataset: Peptide-MHC class I binding affinity with 185,985 pairs from IEDB/IMGT. Task: Regression. Given a peptide amino acid sequence and an MHC pseudo amino acid sequence, predict their binding affinity value. This is MHC class I binding data. (1) The binding affinity (normalized) is 0.213. The MHC is HLA-B14:02 with pseudo-sequence HLA-B14:02. The peptide sequence is YLLLTTNGT. (2) The peptide sequence is MRIGSMATL. The MHC is BoLA-T2b with pseudo-sequence BoLA-T2b. The binding affinity (normalized) is 0.0641.